Dataset: Full USPTO retrosynthesis dataset with 1.9M reactions from patents (1976-2016). Task: Predict the reactants needed to synthesize the given product. (1) The reactants are: [CH3:1][C:2]1[N:7]=[C:6]([N:8]2[CH2:13][CH2:12][C:11](=[CH:14][C:15]#[CH:16])[CH2:10][CH2:9]2)[C:5]([N+:17]([O-:19])=[O:18])=[CH:4][CH:3]=1.C[Si](C)(C)C#CC=C1CCNCC1.[CH2:33]([O:35][C:36]1[CH:37]=[C:38](Br)[CH:39]=[CH:40][CH:41]=1)[CH3:34].O.[F-].C([N+](CCCC)(CCCC)CCCC)CCC. Given the product [CH2:33]([O:35][C:36]1[CH:41]=[C:40]([C:16]#[C:15][CH:14]=[C:11]2[CH2:12][CH2:13][N:8]([C:6]3[C:5]([N+:17]([O-:19])=[O:18])=[CH:4][CH:3]=[C:2]([CH3:1])[N:7]=3)[CH2:9][CH2:10]2)[CH:39]=[CH:38][CH:37]=1)[CH3:34], predict the reactants needed to synthesize it. (2) Given the product [NH2:2][N:3]1[CH2:18][CH2:17][CH2:16][CH:11]([C:6]2[CH:7]=[CH:8][CH:9]=[CH:10][C:5]=2[Br:4])[C:12]1=[O:13], predict the reactants needed to synthesize it. The reactants are: O.[NH2:2][NH2:3].[Br:4][C:5]1[CH:10]=[CH:9][CH:8]=[CH:7][C:6]=1[CH:11]([CH2:16][CH2:17][CH2:18]Cl)[C:12](OC)=[O:13]. (3) Given the product [CH2:21]([N:20]([CH:2]1[CH2:7][CH2:6][CH:5]([C:8]([O:10][CH2:11][CH3:12])=[O:9])[CH2:4][CH2:3]1)[CH2:13][C:14]1[CH:19]=[CH:18][CH:17]=[CH:16][CH:15]=1)[C:22]1[CH:27]=[CH:26][CH:25]=[CH:24][CH:23]=1, predict the reactants needed to synthesize it. The reactants are: O=[C:2]1[CH2:7][CH2:6][CH:5]([C:8]([O:10][CH2:11][CH3:12])=[O:9])[CH2:4][CH2:3]1.[CH2:13]([NH:20][CH2:21][C:22]1[CH:27]=[CH:26][CH:25]=[CH:24][CH:23]=1)[C:14]1[CH:19]=[CH:18][CH:17]=[CH:16][CH:15]=1.C(O[BH-](OC(=O)C)OC(=O)C)(=O)C.[Na+].Cl.[OH-].[Na+]. (4) Given the product [CH3:1][O:2][C:3]1[C:8]([CH2:9][C:10]([OH:12])=[O:11])=[CH:7][N:6]=[CH:5][N:4]=1, predict the reactants needed to synthesize it. The reactants are: [CH3:1][O:2][C:3]1[C:8]([CH2:9][C:10]([O:12]C)=[O:11])=[CH:7][N:6]=[CH:5][N:4]=1.C(O)C.O.[OH-].[Li+]. (5) Given the product [CH2:1]([N:8]1[CH2:13][CH2:14][CH:15]([CH2:16][C:17]2[CH:22]=[CH:21][C:20]([F:23])=[CH:19][CH:18]=2)[O:24][CH2:10][C:9]1=[O:12])[C:2]1[CH:7]=[CH:6][CH:5]=[CH:4][CH:3]=1, predict the reactants needed to synthesize it. The reactants are: [CH2:1]([N:8]([CH2:13][CH2:14][CH:15]([OH:24])[CH2:16][C:17]1[CH:22]=[CH:21][C:20]([F:23])=[CH:19][CH:18]=1)[C:9](=[O:12])[CH2:10]Cl)[C:2]1[CH:7]=[CH:6][CH:5]=[CH:4][CH:3]=1.[H-].[Na+].